Predict the reactants needed to synthesize the given product. From a dataset of Full USPTO retrosynthesis dataset with 1.9M reactions from patents (1976-2016). (1) Given the product [CH3:35][O:36][C:37](=[O:38])[NH:2][C@H:3]1[CH2:8][CH2:7][C@@H:6]([NH:9][C:10]([C:11]2[C:12]([O:18][C:19]3[CH:24]=[CH:23][CH:22]=[C:21]([S:25][CH3:26])[CH:20]=3)=[N:13][CH:14]=[C:15]([F:17])[CH:16]=2)=[O:27])[CH2:5][CH2:4]1, predict the reactants needed to synthesize it. The reactants are: Cl.[NH2:2][C@@H:3]1[CH2:8][CH2:7][C@H:6]([NH:9][C:10](=[O:27])[C:11]2[CH:16]=[C:15]([F:17])[CH:14]=[N:13][C:12]=2[O:18][C:19]2[CH:24]=[CH:23][CH:22]=[C:21]([S:25][CH3:26])[CH:20]=2)[CH2:5][CH2:4]1.C(N(CC)CC)C.[CH3:35][O:36][C:37](Cl)=[O:38]. (2) Given the product [NH2:13][C:6]1[CH:7]=[C:8]([CH:11]=[CH:12][C:5]=1[O:4][C:3]1[CH:16]=[C:17]([Cl:20])[CH:18]=[CH:19][C:2]=1[Cl:1])[C:9]#[N:10], predict the reactants needed to synthesize it. The reactants are: [Cl:1][C:2]1[CH:19]=[CH:18][C:17]([Cl:20])=[CH:16][C:3]=1[O:4][C:5]1[CH:12]=[CH:11][C:8]([C:9]#[N:10])=[CH:7][C:6]=1[N+:13]([O-])=O.S(S([O-])=O)([O-])=O.[Na+].[Na+]. (3) Given the product [Br:8][C:9]1[CH:42]=[CH:41][C:12]([NH:13][C:14]2[C:23]3[C:18](=[CH:19][C:20]([O:24][CH2:25][CH:26]4[CH2:31][CH2:30][NH:29][CH2:28][CH2:27]4)=[C:21]([O:2][CH3:1])[CH:22]=3)[N:17]=[CH:16][N:15]=2)=[C:11]([F:43])[CH:10]=1, predict the reactants needed to synthesize it. The reactants are: [C:1](O)(C(F)(F)F)=[O:2].[Br:8][C:9]1[CH:42]=[CH:41][C:12]([NH:13][C:14]2[C:23]3[C:18](=[CH:19][C:20]([O:24][CH2:25][CH:26]4[CH2:31][CH2:30][N:29](C(OC(C)(C)C)=O)[CH2:28][CH2:27]4)=[CH:21][CH:22]=3)[N:17]=[C:16](OC)[N:15]=2)=[C:11]([F:43])[CH:10]=1. (4) Given the product [CH2:1]([O:5][CH2:6][CH2:7][O:8][C:9]1[CH:10]=[CH:11][C:12]([C:15]2[CH:16]=[CH:17][C:18]3[NH:24][CH2:23][CH2:22][C:21]([C:31]([NH:33][C:34]4[CH:39]=[CH:38][C:37]([CH:40]([OH:48])[C:41]5[CH:46]=[CH:45][CH:44]=[CH:43][N+:42]=5[O-:47])=[C:36]([O:49][CH3:50])[CH:35]=4)=[O:32])=[CH:20][C:19]=3[CH:51]=2)=[CH:13][CH:14]=1)[CH2:2][CH2:3][CH3:4], predict the reactants needed to synthesize it. The reactants are: [CH2:1]([O:5][CH2:6][CH2:7][O:8][C:9]1[CH:14]=[CH:13][C:12]([C:15]2[CH:16]=[CH:17][C:18]3[N:24](C(=O)C(F)(F)F)[CH2:23][CH2:22][C:21]([C:31]([NH:33][C:34]4[CH:39]=[CH:38][C:37]([CH:40]([OH:48])[C:41]5[CH:46]=[CH:45][CH:44]=[CH:43][N+:42]=5[O-:47])=[C:36]([O:49][CH3:50])[CH:35]=4)=[O:32])=[CH:20][C:19]=3[CH:51]=2)=[CH:11][CH:10]=1)[CH2:2][CH2:3][CH3:4].[BH4-].[Na+].